This data is from Full USPTO retrosynthesis dataset with 1.9M reactions from patents (1976-2016). The task is: Predict the reactants needed to synthesize the given product. (1) Given the product [NH2:12][C:8]1[CH:7]=[C:6]([N:13]2[CH2:18][CH2:17][N:16]([C:22]([NH:21][CH2:19][CH3:20])=[O:23])[CH2:15][CH2:14]2)[C:5]2[C:10](=[CH:11][C:2]([Cl:1])=[CH:3][CH:4]=2)[N:9]=1, predict the reactants needed to synthesize it. The reactants are: [Cl:1][C:2]1[CH:11]=[C:10]2[C:5]([C:6]([N:13]3[CH2:18][CH2:17][NH:16][CH2:15][CH2:14]3)=[CH:7][C:8]([NH2:12])=[N:9]2)=[CH:4][CH:3]=1.[CH2:19]([N:21]=[C:22]=[O:23])[CH3:20].C(N(C(C)C)CC)(C)C. (2) Given the product [CH2:1]([O:3][C:4](=[O:27])[NH:5][C:6]1[CH:11]=[CH:10][CH:9]=[C:8]([CH:12]([F:34])[C:13]2[C:18](=[O:19])[CH:17]=[CH:16][N:15]([C:20]3[CH:21]=[N:22][N:23]([CH3:25])[CH:24]=3)[N:14]=2)[CH:7]=1)[CH3:2], predict the reactants needed to synthesize it. The reactants are: [CH2:1]([O:3][C:4](=[O:27])[NH:5][C:6]1[CH:11]=[CH:10][CH:9]=[C:8]([CH:12](O)[C:13]2[C:18](=[O:19])[CH:17]=[CH:16][N:15]([C:20]3[CH:21]=[N:22][N:23]([CH3:25])[CH:24]=3)[N:14]=2)[CH:7]=1)[CH3:2].CCN(S(F)(F)[F:34])CC.CO. (3) Given the product [F:19][C:20]1[CH:25]=[CH:24][C:23]([C:2]2[CH:7]=[C:6]([CH3:8])[CH:5]=[C:4]([C:9]3[CH:14]=[CH:13][C:12]([C:15]([F:18])([F:17])[F:16])=[CH:11][CH:10]=3)[N:3]=2)=[CH:22][CH:21]=1, predict the reactants needed to synthesize it. The reactants are: Cl[C:2]1[CH:7]=[C:6]([CH3:8])[CH:5]=[C:4]([C:9]2[CH:14]=[CH:13][C:12]([C:15]([F:18])([F:17])[F:16])=[CH:11][CH:10]=2)[N:3]=1.[F:19][C:20]1[CH:25]=[CH:24][C:23](B(O)O)=[CH:22][CH:21]=1.C([O-])([O-])=O.[Na+].[Na+]. (4) Given the product [Cl:30][C:31]1[CH:32]=[C:33]2[C:38](=[CH:39][CH:40]=1)[N:37]=[CH:36][CH:35]=[C:34]2[N:41]1[C:5]([C:7]2[C:12](=[O:13])[CH:11]=[CH:10][N:9]([C:14]3[CH:19]=[CH:18][CH:17]=[C:16]([S:20]([N:23]4[CH2:28][CH2:27][CH2:26][CH2:25][CH2:24]4)(=[O:21])=[O:22])[CH:15]=3)[N:8]=2)=[CH:4][CH:3]=[N:42]1, predict the reactants needed to synthesize it. The reactants are: CN(C)/[CH:3]=[CH:4]/[C:5]([C:7]1[C:12](=[O:13])[CH:11]=[CH:10][N:9]([C:14]2[CH:19]=[CH:18][CH:17]=[C:16]([S:20]([N:23]3[CH2:28][CH2:27][CH2:26][CH2:25][CH2:24]3)(=[O:22])=[O:21])[CH:15]=2)[N:8]=1)=O.[Cl:30][C:31]1[CH:32]=[C:33]2[C:38](=[CH:39][CH:40]=1)[N:37]=[CH:36][CH:35]=[C:34]2[NH:41][NH2:42]. (5) Given the product [NH2:1][C:2]1[N:7]=[CH:6][N:5]=[C:4]2[N:8]([CH:32]3[CH2:36][CH2:35][N:34]([CH:38]([CH3:40])[CH3:37])[CH2:33]3)[N:9]=[C:10]([C:11]3[CH:16]=[CH:15][C:14]([NH:17][C:18]([C:20]4[N:21]([CH3:29])[C:22]5[C:27]([CH:28]=4)=[CH:26][CH:25]=[CH:24][CH:23]=5)=[O:19])=[C:13]([O:30][CH3:31])[CH:12]=3)[C:3]=12, predict the reactants needed to synthesize it. The reactants are: [NH2:1][C:2]1[N:7]=[CH:6][N:5]=[C:4]2[N:8]([CH:32]3[CH2:36][CH2:35][NH:34][CH2:33]3)[N:9]=[C:10]([C:11]3[CH:16]=[CH:15][C:14]([NH:17][C:18]([C:20]4[N:21]([CH3:29])[C:22]5[C:27]([CH:28]=4)=[CH:26][CH:25]=[CH:24][CH:23]=5)=[O:19])=[C:13]([O:30][CH3:31])[CH:12]=3)[C:3]=12.[CH3:37][C:38]([CH3:40])=O.C(O[BH-](OC(=O)C)OC(=O)C)(=O)C.[Na+].[OH-].[Na+]. (6) Given the product [CH2:13]([N:6]([CH2:5][C@H:2]1[CH2:3][O:4][C:22]([NH2:21])=[N:1]1)[C:7]1[CH:12]=[CH:11][CH:10]=[CH:9][CH:8]=1)[CH3:14], predict the reactants needed to synthesize it. The reactants are: [NH2:1][C@@H:2]([CH2:5][N:6]([CH2:13][CH3:14])[C:7]1[CH:12]=[CH:11][CH:10]=[CH:9][CH:8]=1)[CH2:3][OH:4].C(=O)([O-])[O-].[K+].[K+].[N:21]#[C:22]Br.